From a dataset of Reaction yield outcomes from USPTO patents with 853,638 reactions. Predict the reaction yield, written as a fraction of the theoretical maximum amount of product (1.0 means a 100% yield; for example, 0.34 means a 34% yield). (1) The reactants are O=[C:2]([CH2:9][CH2:10][CH2:11][CH3:12])[CH2:3][C:4]([O:6][CH2:7][CH3:8])=[O:5].C([O-])(=O)C.[NH4+:17]. The catalyst is C(O)C. The product is [NH2:17][C:2]([CH2:9][CH2:10][CH2:11][CH3:12])=[CH:3][C:4]([O:6][CH2:7][CH3:8])=[O:5]. The yield is 0.940. (2) The reactants are C(OC(=O)[NH:7][C:8]1[CH:13]=[CH:12][CH:11]=[C:10]([C:14]2[CH:19]=[CH:18][C:17]([CH2:20][NH:21][S:22]([CH3:25])(=[O:24])=[O:23])=[CH:16][CH:15]=2)[N:9]=1)(C)(C)C. The catalyst is Cl.CO. The product is [NH2:7][C:8]1[N:9]=[C:10]([C:14]2[CH:15]=[CH:16][C:17]([CH2:20][NH:21][S:22]([CH3:25])(=[O:24])=[O:23])=[CH:18][CH:19]=2)[CH:11]=[CH:12][CH:13]=1. The yield is 0.800. (3) The reactants are [F:1][C:2]1[CH:7]=[CH:6][CH:5]=[CH:4][C:3]=1[C:8]1[C:9]([C:18]([O:20][CH3:21])=[O:19])=[CH:10][C:11]([C:14]([O:16]C)=[O:15])=[CH:12][CH:13]=1.[OH-].[K+]. The catalyst is C1COCC1.CO. The product is [F:1][C:2]1[CH:7]=[CH:6][CH:5]=[CH:4][C:3]=1[C:8]1[CH:13]=[CH:12][C:11]([C:14]([OH:16])=[O:15])=[CH:10][C:9]=1[C:18]([O:20][CH3:21])=[O:19]. The yield is 0.950. (4) The reactants are C(=O)([O-])[O-].[Cs+].[Cs+].[F:7][C:8]1[CH:13]=[CH:12][C:11]([C:14]2[O:15][C:16]3[CH:27]=[C:26]([N+:28]([O-:30])=[O:29])[C:25](OS(C(F)(F)F)(=O)=O)=[CH:24][C:17]=3[C:18]=2[C:19]([O:21][CH2:22][CH3:23])=[O:20])=[CH:10][CH:9]=1.[C:39]([O:43][C:44]([C:46]1[CH:47]=[C:48](B(O)O)[CH:49]=[CH:50][CH:51]=1)=[O:45])([CH3:42])([CH3:41])[CH3:40].O1CCOCC1. The catalyst is CCOC(C)=O.C1C=CC([P]([Pd]([P](C2C=CC=CC=2)(C2C=CC=CC=2)C2C=CC=CC=2)([P](C2C=CC=CC=2)(C2C=CC=CC=2)C2C=CC=CC=2)[P](C2C=CC=CC=2)(C2C=CC=CC=2)C2C=CC=CC=2)(C2C=CC=CC=2)C2C=CC=CC=2)=CC=1.O. The product is [C:39]([O:43][C:44]([C:46]1[CH:51]=[C:50]([C:25]2[C:26]([N+:28]([O-:30])=[O:29])=[CH:27][C:16]3[O:15][C:14]([C:11]4[CH:10]=[CH:9][C:8]([F:7])=[CH:13][CH:12]=4)=[C:18]([C:19]([O:21][CH2:22][CH3:23])=[O:20])[C:17]=3[CH:24]=2)[CH:49]=[CH:48][CH:47]=1)=[O:45])([CH3:42])([CH3:40])[CH3:41]. The yield is 0.690. (5) The yield is 0.800. The reactants are [Br:1][C:2]1[CH:3]=[CH:4][C:5]([NH:16][CH2:17][CH2:18][O:19][C:20]([F:23])([F:22])[F:21])=[C:6]([NH:8][C:9](=O)[CH2:10][C:11]([CH3:14])([CH3:13])[CH3:12])[CH:7]=1.O.C1(C)C=CC(S(O)(=O)=O)=CC=1. The catalyst is C1(C)C=CC=CC=1. The product is [Br:1][C:2]1[CH:3]=[CH:4][C:5]2[N:16]([CH2:17][CH2:18][O:19][C:20]([F:23])([F:22])[F:21])[C:9]([CH2:10][C:11]([CH3:14])([CH3:13])[CH3:12])=[N:8][C:6]=2[CH:7]=1.